From a dataset of Catalyst prediction with 721,799 reactions and 888 catalyst types from USPTO. Predict which catalyst facilitates the given reaction. Reactant: CC(C)(OC([NH:7][C@H:8]([C:16]([NH:18][C@H:19]([C:30]([NH:32][CH2:33][CH2:34][CH2:35][CH2:36][CH3:37])=[O:31])[CH2:20][C:21]1[CH:26]=[CH:25][C:24]([N+:27]([O-:29])=[O:28])=[CH:23][CH:22]=1)=[O:17])[CH2:9][C:10]1[CH:15]=[CH:14][CH:13]=[CH:12][CH:11]=1)=O)C.[ClH:39]. Product: [ClH:39].[NH2:7][C@H:8]([C:16]([NH:18][C@H:19]([C:30]([NH:32][CH2:33][CH2:34][CH2:35][CH2:36][CH3:37])=[O:31])[CH2:20][C:21]1[CH:22]=[CH:23][C:24]([N+:27]([O-:29])=[O:28])=[CH:25][CH:26]=1)=[O:17])[CH2:9][C:10]1[CH:15]=[CH:14][CH:13]=[CH:12][CH:11]=1. The catalyst class is: 12.